Dataset: CYP2C9 inhibition data for predicting drug metabolism from PubChem BioAssay. Task: Regression/Classification. Given a drug SMILES string, predict its absorption, distribution, metabolism, or excretion properties. Task type varies by dataset: regression for continuous measurements (e.g., permeability, clearance, half-life) or binary classification for categorical outcomes (e.g., BBB penetration, CYP inhibition). Dataset: cyp2c9_veith. The compound is O=C1Oc2ccccc2C(=O)/C1=C\N1C(=O)N/C(=C\c2ccccc2O)C1=O. The result is 1 (inhibitor).